Dataset: Catalyst prediction with 721,799 reactions and 888 catalyst types from USPTO. Task: Predict which catalyst facilitates the given reaction. (1) Product: [C:44]([N:47]1[CH2:52][CH2:51][N:50]([CH2:6][C:7]2[CH:16]=[C:15]3[C:10](=[N:9][C:8]=2[CH:32]([O:33][CH3:34])[O:35][CH3:36])[N:11]([C:17]([NH:18][C:19]2[CH:24]=[C:23]([O:25][CH:26]([CH3:28])[CH3:27])[C:22]([C:29]#[N:30])=[CH:21][N:20]=2)=[O:31])[CH2:12][CH2:13][CH2:14]3)[CH2:49][CH2:48]1)(=[O:46])[CH3:45]. Reactant: CS(O[CH2:6][C:7]1[C:8]([CH:32]([O:35][CH3:36])[O:33][CH3:34])=[N:9][C:10]2[N:11]([C:17](=[O:31])[NH:18][C:19]3[CH:24]=[C:23]([O:25][CH:26]([CH3:28])[CH3:27])[C:22]([C:29]#[N:30])=[CH:21][N:20]=3)[CH2:12][CH2:13][CH2:14][C:15]=2[CH:16]=1)(=O)=O.C(N(CC)CC)C.[C:44]([N:47]1[CH2:52][CH2:51][NH:50][CH2:49][CH2:48]1)(=[O:46])[CH3:45]. The catalyst class is: 34. (2) Reactant: [F:1][C:2]1[CH:7]=[C:6]([NH:8][CH2:9][C:10]2[CH:15]=[CH:14][C:13]([CH2:16][N:17]3[C:21]([CH2:22][CH2:23][C:24]4[CH:29]=[CH:28][CH:27]=[CH:26][CH:25]=4)=[CH:20][C:19]([C:30]4[CH:35]=[CH:34][C:33]([C:36]([F:39])([F:38])[F:37])=[CH:32][CH:31]=4)=[N:18]3)=[CH:12][CH:11]=2)[CH:5]=[CH:4][C:3]=1[CH2:40][CH2:41][C:42]([OH:44])=[O:43].[CH3:45][S:46]([OH:49])(=[O:48])=[O:47]. Product: [CH3:45][S:46]([OH:49])(=[O:48])=[O:47].[F:1][C:2]1[CH:7]=[C:6]([NH:8][CH2:9][C:10]2[CH:15]=[CH:14][C:13]([CH2:16][N:17]3[C:21]([CH2:22][CH2:23][C:24]4[CH:29]=[CH:28][CH:27]=[CH:26][CH:25]=4)=[CH:20][C:19]([C:30]4[CH:31]=[CH:32][C:33]([C:36]([F:38])([F:37])[F:39])=[CH:34][CH:35]=4)=[N:18]3)=[CH:12][CH:11]=2)[CH:5]=[CH:4][C:3]=1[CH2:40][CH2:41][C:42]([OH:44])=[O:43]. The catalyst class is: 13. (3) Reactant: C[O:2][C:3]1[CH:12]=[C:11]2[C:6]([CH2:7][CH2:8][C:9](=[O:13])[NH:10]2)=[CH:5][CH:4]=1.B(Br)(Br)Br. Product: [OH:2][C:3]1[CH:12]=[C:11]2[C:6]([CH2:7][CH2:8][C:9](=[O:13])[NH:10]2)=[CH:5][CH:4]=1. The catalyst class is: 2. (4) Reactant: [Cl:1][C:2]1[C:7]([Cl:8])=[CH:6][C:5]([CH2:9][NH2:10])=[C:4]([O:11][CH3:12])[CH:3]=1.[C:13]([O:17][C:18]([N:20]1[CH2:25][CH2:24][CH:23]([C:26](O)=[O:27])[CH2:22][CH2:21]1)=[O:19])([CH3:16])([CH3:15])[CH3:14].F[P-](F)(F)(F)(F)F.N1(O[P+](N(C)C)(N(C)C)N(C)C)C2C=CC=CC=2N=N1.CCN(C(C)C)C(C)C. Product: [Cl:1][C:2]1[C:7]([Cl:8])=[CH:6][C:5]([CH2:9][NH:10][C:26]([CH:23]2[CH2:24][CH2:25][N:20]([C:18]([O:17][C:13]([CH3:16])([CH3:15])[CH3:14])=[O:19])[CH2:21][CH2:22]2)=[O:27])=[C:4]([O:11][CH3:12])[CH:3]=1. The catalyst class is: 18. (5) Reactant: [C:1]1([NH:7][C:8]([CH:10]2[CH2:15][CH2:14][N:13]([C:16]([O:18][C:19]([CH3:22])([CH3:21])[CH3:20])=[O:17])[CH2:12][CH2:11]2)=O)[CH:6]=[CH:5][CH:4]=[CH:3][CH:2]=1.CC(OC(/N=N/C(OC(C)C)=O)=O)C.C1(P(C2C=CC=CC=2)C2C=CC=CC=2)C=CC=CC=1.[N:56]([Si](C)(C)C)=[N+:57]=[N-:58]. Product: [C:1]1([N:7]2[C:8]([CH:10]3[CH2:15][CH2:14][N:13]([C:16]([O:18][C:19]([CH3:22])([CH3:21])[CH3:20])=[O:17])[CH2:12][CH2:11]3)=[N:58][N:57]=[N:56]2)[CH:6]=[CH:5][CH:4]=[CH:3][CH:2]=1. The catalyst class is: 7. (6) Reactant: [NH2:1][C:2]1[N:3]=[CH:4][C:5]([C:17]2[CH:22]=[CH:21][C:20]([C:23]([N:25]3[CH2:30][CH2:29][N:28]([CH3:31])[CH2:27][CH2:26]3)=[O:24])=[CH:19][CH:18]=2)=[N:6][C:7]=1[C:8]1[O:9][C:10]2[CH:15]=[CH:14][N:13]=[CH:12][C:11]=2[N:16]=1.CO.[CH3:34][S:35]([OH:38])(=[O:37])=[O:36]. Product: [S:35]([OH:38])(=[O:37])(=[O:36])[CH3:34].[NH2:1][C:2]1[N:3]=[CH:4][C:5]([C:17]2[CH:18]=[CH:19][C:20]([C:23]([N:25]3[CH2:30][CH2:29][N:28]([CH3:31])[CH2:27][CH2:26]3)=[O:24])=[CH:21][CH:22]=2)=[N:6][C:7]=1[C:8]1[O:9][C:10]2[CH:15]=[CH:14][N:13]=[CH:12][C:11]=2[N:16]=1. The catalyst class is: 4. (7) Reactant: [C:1]1([CH:8]=[CH:7][C:5]([OH:6])=[CH:4][CH:3]=1)[OH:2].C(=O)(OC)OC.Cl.Cl[S:17]([OH:20])(=[O:19])=[O:18]. Product: [OH:2][C:1]1([S:17]([OH:20])(=[O:19])=[O:18])[CH:8]=[CH:7][C:5]([OH:6])=[CH:4][CH2:3]1. The catalyst class is: 244.